From a dataset of TCR-epitope binding with 47,182 pairs between 192 epitopes and 23,139 TCRs. Binary Classification. Given a T-cell receptor sequence (or CDR3 region) and an epitope sequence, predict whether binding occurs between them. (1) The epitope is NLSALGIFST. The TCR CDR3 sequence is CASSQVGQAIYGYTF. Result: 1 (the TCR binds to the epitope). (2) The epitope is KRWIIMGLNK. The TCR CDR3 sequence is CASSLGRNSNEQFF. Result: 1 (the TCR binds to the epitope). (3) The epitope is RPRGEVRFL. The TCR CDR3 sequence is CASSVQALLAGDWADTQYF. Result: 1 (the TCR binds to the epitope).